This data is from Catalyst prediction with 721,799 reactions and 888 catalyst types from USPTO. The task is: Predict which catalyst facilitates the given reaction. (1) Reactant: C1(P(C2C=CC=CC=2)C2C=CC3C(=CC=CC=3)C=2[C:18]2[C:27]3[C:22](=[CH:23][CH:24]=[CH:25][CH:26]=3)[CH:21]=[CH:20][C:19]=2P(C2C=CC=CC=2)C2C=CC=CC=2)C=CC=CC=1.P([O-])([O-])([O-])=O.[K+].[K+].[K+].[CH2:55]([NH2:62])[C:56]1[CH:61]=[CH:60][CH:59]=[CH:58][CH:57]=1.C(P(C(C)(C)C)C1C=C[CH:71]=[CH:70][C:69]=1[C:74]1[CH:79]=[CH:78][CH:77]=[CH:76][CH:75]=1)(C)(C)C.[C:84]([O:87][CH2:88][CH3:89])(=[O:86])[CH3:85]. Product: [CH2:55]([NH:62][C:77]1[CH:78]=[C:79]2[C:74](=[CH:75][C:76]=1[C:18]1[CH:27]=[CH:26][C:25]3[C:20](=[CH:21][CH:22]=[CH:23][CH:24]=3)[CH:19]=1)[CH:69]([CH2:85][C:84]([O:87][CH2:88][CH3:89])=[O:86])[CH2:70][CH2:71]2)[C:56]1[CH:61]=[CH:60][CH:59]=[CH:58][CH:57]=1. The catalyst class is: 491. (2) Reactant: C(N(CC)CC)C.Cl.[NH2:9][CH:10]([C:20]1[C:24](=[O:25])[CH2:23][CH2:22][C:21]=1[NH:26][C:27]1[CH:32]=[CH:31][CH:30]=[C:29]([C:33]([F:36])([F:35])[F:34])[CH:28]=1)[C:11]1[CH:18]=[CH:17][C:14]([C:15]#[N:16])=[CH:13][C:12]=1[Br:19].[C:37](N1C=CN=C1)(N1C=CN=C1)=[O:38].O. Product: [Br:19][C:12]1[CH:13]=[C:14]([CH:17]=[CH:18][C:11]=1[CH:10]1[C:20]2[C:24](=[O:25])[CH2:23][CH2:22][C:21]=2[N:26]([C:27]2[CH:32]=[CH:31][CH:30]=[C:29]([C:33]([F:36])([F:34])[F:35])[CH:28]=2)[C:37](=[O:38])[NH:9]1)[C:15]#[N:16]. The catalyst class is: 10. (3) Reactant: [OH-].[Na+].C1COCC1.[CH3:8][C:9]1[CH:19]=[CH:18][C:17]([C:20]2[C:28]3[S:27][C:26]([CH2:29][C:30]4[CH:35]=[CH:34][CH:33]=[C:32]([C:36]([F:39])([F:38])[F:37])[CH:31]=4)=[CH:25][C:24]=3[CH:23]=[CH:22][CH:21]=2)=[CH:16][C:10]=1[C:11]([O:13]CC)=[O:12].Cl. Product: [CH3:8][C:9]1[CH:19]=[CH:18][C:17]([C:20]2[C:28]3[S:27][C:26]([CH2:29][C:30]4[CH:35]=[CH:34][CH:33]=[C:32]([C:36]([F:38])([F:37])[F:39])[CH:31]=4)=[CH:25][C:24]=3[CH:23]=[CH:22][CH:21]=2)=[CH:16][C:10]=1[C:11]([OH:13])=[O:12]. The catalyst class is: 72. (4) Reactant: [C:1]([C:3]1[CH:8]=[CH:7][C:6]([CH2:9][CH2:10][N:11]2[CH2:16][CH2:15][C:14]([CH2:18][S:19]([C:22]3[CH:31]=[CH:30][C:25]([C:26]([O:28]C)=[O:27])=[CH:24][CH:23]=3)(=[O:21])=[O:20])([OH:17])[CH2:13][CH2:12]2)=[CH:5][CH:4]=1)#[N:2].[OH-].[Na+:33]. Product: [C:1]([C:3]1[CH:4]=[CH:5][C:6]([CH2:9][CH2:10][N:11]2[CH2:12][CH2:13][C:14]([CH2:18][S:19]([C:22]3[CH:23]=[CH:24][C:25]([C:26]([O-:28])=[O:27])=[CH:30][CH:31]=3)(=[O:21])=[O:20])([OH:17])[CH2:15][CH2:16]2)=[CH:7][CH:8]=1)#[N:2].[Na+:33]. The catalyst class is: 5. (5) Reactant: [Cl:1][C:2]1[CH:10]=[C:9]([Cl:11])[C:5]([C:6]([OH:8])=[O:7])=[C:4]([N+:12]([O-])=O)[C:3]=1[OH:15]. Product: [NH2:12][C:4]1[C:3]([OH:15])=[C:2]([Cl:1])[CH:10]=[C:9]([Cl:11])[C:5]=1[C:6]([OH:8])=[O:7]. The catalyst class is: 770.